This data is from Reaction yield outcomes from USPTO patents with 853,638 reactions. The task is: Predict the reaction yield, written as a fraction of the theoretical maximum amount of product (1.0 means a 100% yield; for example, 0.34 means a 34% yield). (1) The reactants are [CH3:1][N:2]([CH3:28])[C:3]([C:5]1[C:6]2[C:7](=[O:27])[C@H:8]([OH:26])[C@@H:9]([C:20]3[CH:25]=[CH:24][CH:23]=[CH:22][CH:21]=3)[NH:10][C:11]=2[C:12]2[N:17]=[C:16]([CH3:18])[N:15]([CH3:19])[C:13]=2[CH:14]=1)=[O:4].[BH4-].[Na+].O.[Cl-].[NH4+]. The catalyst is CO. The product is [CH3:28][N:2]([CH3:1])[C:3]([C:5]1[C:6]2[CH:7]([OH:27])[C@H:8]([OH:26])[C@@H:9]([C:20]3[CH:25]=[CH:24][CH:23]=[CH:22][CH:21]=3)[NH:10][C:11]=2[C:12]2[N:17]=[C:16]([CH3:18])[N:15]([CH3:19])[C:13]=2[CH:14]=1)=[O:4]. The yield is 0.560. (2) The reactants are Br[C:2]1[CH:20]=[CH:19][C:5]([O:6][CH2:7][CH:8]2[CH2:13][CH2:12][N:11]([CH2:14][CH:15]([F:18])[CH2:16][CH3:17])[CH2:10][CH2:9]2)=[CH:4][CH:3]=1.[CH3:21][O:22][C:23]([C:25]1[CH:30]=[CH:29][C:28](B(O)O)=[CH:27][CH:26]=1)=[O:24].C([O-])([O-])=O.[Cs+].[Cs+].C([O-])(O)=O.[Na+]. The catalyst is O1CCOCC1.O. The product is [F:18][CH:15]([CH2:16][CH3:17])[CH2:14][N:11]1[CH2:12][CH2:13][CH:8]([CH2:7][O:6][C:5]2[CH:19]=[CH:20][C:2]([C:28]3[CH:29]=[CH:30][C:25]([C:23]([O:22][CH3:21])=[O:24])=[CH:26][CH:27]=3)=[CH:3][CH:4]=2)[CH2:9][CH2:10]1. The yield is 0.170. (3) The reactants are [Cl:1][C:2]1[CH:16]=[CH:15][C:5]([C:6]([C:8]2[CH:13]=[CH:12][C:11]([OH:14])=[CH:10][CH:9]=2)=[O:7])=[CH:4][CH:3]=1.[OH-:17].[Na+].C(Cl)(Cl)Cl.Cl. The catalyst is CC(C)=O.O. The product is [CH3:4][C:5]([O:14][C:11]1[CH:10]=[CH:9][C:8]([C:6]([C:5]2[CH:4]=[CH:3][C:2]([Cl:1])=[CH:16][CH:15]=2)=[O:7])=[CH:13][CH:12]=1)([C:6]([OH:7])=[O:17])[CH3:15]. The yield is 0.730. (4) The yield is 0.610. The product is [C:14]([N:1]1[CH2:6][C:5](=[O:7])[N:4]([C:9](=[O:12])[CH3:10])[CH2:3][C:2]1=[O:8])(=[O:16])[CH3:15]. The reactants are [NH:1]1[CH2:6][C:5](=[O:7])[NH:4][CH2:3][C:2]1=[O:8].[C:9]([O-:12])(=O)[CH3:10].[Na+].[C:14](OC(=O)C)(=[O:16])[CH3:15]. No catalyst specified. (5) The reactants are [CH3:1][C:2]1[N:3]=[CH:4][O:5][C:6]=1[C:7]1[CH2:12][CH2:11][C@@H:10]([C:13]([CH3:15])=[CH2:14])[CH2:9][CH:8]=1.[Li+].C[Si]([N-][Si](C)(C)C)(C)C.[Cl:26]C(Cl)(Cl)C(Cl)(Cl)Cl. The catalyst is C1COCC1.CCOCC. The product is [Cl:26][C:4]1[O:5][C:6]([C:7]2[CH2:12][CH2:11][C@@H:10]([C:13]([CH3:15])=[CH2:14])[CH2:9][CH:8]=2)=[C:2]([CH3:1])[N:3]=1. The yield is 0.730. (6) The reactants are [C:1]([C:5]1[CH:10]=[C:9]([O:11][CH3:12])[CH:8]=[CH:7][C:6]=1[OH:13])([CH3:4])([CH3:3])[CH3:2].[C:14]([C:18]1C=C(O)C=C[C:23]=1[O:24]C)(C)(C)C.C(=O)([O-])[O-].[K+].[K+].C(Br)C=C.C(OCC=C)C=C.C1(C)C=C(C)C=C(C)C=1.C(C1C(C(F)(F)F)=CC=C(Cl)C=1O)C=C.C(C1C=C(OC)C=C(C(C)(C)C)C=1O)C=C.C(C1C=C(OC)C(C(C)(C)C)=CC=1O)C=C.C1(O)C=CC=CC=1.ClC1C=C(C=CC=1)C(OO)=O.ClC1C2OC(CO)CC=2C(C(F)(F)F)=CC=1. No catalyst specified. The product is [C:1]([C:5]1[C:6]2[O:13][CH:18]([CH2:23][OH:24])[CH2:14][C:7]=2[CH:8]=[C:9]([O:11][CH3:12])[CH:10]=1)([CH3:4])([CH3:2])[CH3:3]. The yield is 0.140. (7) The product is [CH3:14][N:15]1[CH2:20][CH2:19][N:18]([S:10]([C:6]2[CH:7]=[CH:8][CH:9]=[C:4]([N+:1]([O-:3])=[O:2])[CH:5]=2)(=[O:12])=[O:11])[CH2:17][CH2:16]1. The reactants are [N+:1]([C:4]1[CH:5]=[C:6]([S:10](Cl)(=[O:12])=[O:11])[CH:7]=[CH:8][CH:9]=1)([O-:3])=[O:2].[CH3:14][N:15]1[CH2:20][CH2:19][NH:18][CH2:17][CH2:16]1.C(N(CC)CC)C. The catalyst is ClCCl. The yield is 0.790.